This data is from NCI-60 drug combinations with 297,098 pairs across 59 cell lines. The task is: Regression. Given two drug SMILES strings and cell line genomic features, predict the synergy score measuring deviation from expected non-interaction effect. (1) Drug 1: CCC1=CC2CC(C3=C(CN(C2)C1)C4=CC=CC=C4N3)(C5=C(C=C6C(=C5)C78CCN9C7C(C=CC9)(C(C(C8N6C)(C(=O)OC)O)OC(=O)C)CC)OC)C(=O)OC.C(C(C(=O)O)O)(C(=O)O)O. Drug 2: CN(CCCl)CCCl.Cl. Cell line: K-562. Synergy scores: CSS=64.4, Synergy_ZIP=-6.66, Synergy_Bliss=-3.91, Synergy_Loewe=-12.1, Synergy_HSA=-2.67. (2) Cell line: TK-10. Drug 2: CN(CCCl)CCCl.Cl. Drug 1: CC1C(C(CC(O1)OC2CC(CC3=C2C(=C4C(=C3O)C(=O)C5=C(C4=O)C(=CC=C5)OC)O)(C(=O)CO)O)N)O.Cl. Synergy scores: CSS=34.9, Synergy_ZIP=-11.5, Synergy_Bliss=-3.94, Synergy_Loewe=-3.65, Synergy_HSA=-1.10. (3) Drug 2: CC1=C(C=C(C=C1)C(=O)NC2=CC(=CC(=C2)C(F)(F)F)N3C=C(N=C3)C)NC4=NC=CC(=N4)C5=CN=CC=C5. Synergy scores: CSS=6.02, Synergy_ZIP=-1.65, Synergy_Bliss=2.99, Synergy_Loewe=-0.734, Synergy_HSA=-0.459. Drug 1: C1=CC(=CC=C1CC(C(=O)O)N)N(CCCl)CCCl.Cl. Cell line: RXF 393.